This data is from Orexin1 receptor HTS with 218,158 compounds and 233 confirmed actives. The task is: Binary Classification. Given a drug SMILES string, predict its activity (active/inactive) in a high-throughput screening assay against a specified biological target. (1) The compound is O1c2c(OC1)ccc(C(=O)Nc1c(ccc(c3[nH]c4c(n3)cccc4)c1)C)c2. The result is 0 (inactive). (2) The result is 0 (inactive). The compound is O(c1c(/[nH][nH]c1)=C1\C(=O)C=C(OCC(C)=C)C=C1)c1ccc(OC)cc1. (3) The molecule is O(C(=O)C=1C(C(=C(N(C1C)C)C)C(OCC)=O)c1ccc(cc1)C(OC)=O)CC. The result is 0 (inactive). (4) The compound is Clc1c(S(=O)(=O)Nc2cc3sc(SC)nc3cc2)c(Cl)ccc1. The result is 0 (inactive). (5) The molecule is Fc1ccc(N2CCN(CC2)CC(=O)NC(=O)NCc2occc2)cc1. The result is 0 (inactive). (6) The compound is S(=O)(=O)(NCCC(O)=O)c1cc2Cc3c(c2cc1)cccc3. The result is 0 (inactive). (7) The molecule is S(=O)(=O)(Nc1cc(C(OCC(=O)N2CCCCC2)=O)ccc1)c1ccccc1. The result is 0 (inactive). (8) The molecule is S=C(NCc1cccnc1)NC(=O)c1c(c([N+]([O-])=O)ccc1)C. The result is 0 (inactive).